This data is from Full USPTO retrosynthesis dataset with 1.9M reactions from patents (1976-2016). The task is: Predict the reactants needed to synthesize the given product. (1) Given the product [C:1]1([CH:7]([CH:9]=[CH:10][CH2:11][CH2:12][CH2:13][CH2:14][CH2:15][CH2:16][CH2:17][CH2:18][CH2:19][CH2:20][CH2:21][CH3:22])[CH3:8])[CH:6]=[CH:5][CH:4]=[CH:3][CH:2]=1, predict the reactants needed to synthesize it. The reactants are: [C:1]1([CH:7](/[CH:9]=[CH:10]\[CH2:11][CH2:12][CH2:13][CH2:14][CH2:15][CH2:16][CH2:17][CH2:18][CH2:19][CH2:20][CH2:21][CH3:22])[CH3:8])[CH:6]=[CH:5][CH:4]=[CH:3][CH:2]=1.C1(C(/C=C/CCCCCCCCCCCC)C)C=CC=CC=1. (2) The reactants are: [Cl:1][C:2]1[CH:22]=[CH:21][CH:20]=[CH:19][C:3]=1[O:4][C:5]1[CH2:9][N:8]([C@@H:10]([CH2:14][CH:15]([CH3:17])[CH3:16])[C:11]([OH:13])=O)[C:7](=[O:18])[CH:6]=1.[CH3:23][C:24]1([CH3:36])[O:28][C@H:27]([CH2:29][N:30]2[CH:34]=[CH:33][C:32]([NH2:35])=[N:31]2)[CH2:26][O:25]1.ON1C2C=CC=CC=2N=N1.CN(C)CCCN=C=NCC. Given the product [CH3:23][C:24]1([CH3:36])[O:28][C@H:27]([CH2:29][N:30]2[CH:34]=[CH:33][C:32]([NH:35][C:11](=[O:13])[C@@H:10]([N:8]3[CH2:9][C:5]([O:4][C:3]4[CH:19]=[CH:20][CH:21]=[CH:22][C:2]=4[Cl:1])=[CH:6][C:7]3=[O:18])[CH2:14][CH:15]([CH3:17])[CH3:16])=[N:31]2)[CH2:26][O:25]1, predict the reactants needed to synthesize it.